Dataset: Reaction yield outcomes from USPTO patents with 853,638 reactions. Task: Predict the reaction yield, written as a fraction of the theoretical maximum amount of product (1.0 means a 100% yield; for example, 0.34 means a 34% yield). The reactants are [S:1]1[CH:5]=[CH:4][N:3]=[CH:2]1.[C:6]([O:10][C:11]([N:13]1[CH2:17][CH2:16][CH2:15][C@@H:14]1[CH2:18][O:19][C:20]1[CH:25]=[CH:24][C:23]([CH2:26][C:27]2[CH:32]=[CH:31][C:30](I)=[CH:29][CH:28]=2)=[CH:22][CH:21]=1)=[O:12])([CH3:9])([CH3:8])[CH3:7]. No catalyst specified. The product is [C:6]([O:10][C:11]([N:13]1[CH2:17][CH2:16][CH2:15][C@@H:14]1[CH2:18][O:19][C:20]1[CH:21]=[CH:22][C:23]([CH2:26][C:27]2[CH:28]=[CH:29][C:30]([C:2]3[S:1][CH:5]=[CH:4][N:3]=3)=[CH:31][CH:32]=2)=[CH:24][CH:25]=1)=[O:12])([CH3:9])([CH3:7])[CH3:8]. The yield is 0.990.